Dataset: NCI-60 drug combinations with 297,098 pairs across 59 cell lines. Task: Regression. Given two drug SMILES strings and cell line genomic features, predict the synergy score measuring deviation from expected non-interaction effect. (1) Drug 1: CC1=C(C=C(C=C1)NC2=NC=CC(=N2)N(C)C3=CC4=NN(C(=C4C=C3)C)C)S(=O)(=O)N.Cl. Drug 2: C1=CC=C(C=C1)NC(=O)CCCCCCC(=O)NO. Cell line: CAKI-1. Synergy scores: CSS=19.1, Synergy_ZIP=-8.74, Synergy_Bliss=-11.9, Synergy_Loewe=-9.20, Synergy_HSA=-8.89. (2) Drug 1: CCC1(CC2CC(C3=C(CCN(C2)C1)C4=CC=CC=C4N3)(C5=C(C=C6C(=C5)C78CCN9C7C(C=CC9)(C(C(C8N6C)(C(=O)OC)O)OC(=O)C)CC)OC)C(=O)OC)O.OS(=O)(=O)O. Drug 2: C1CNP(=O)(OC1)N(CCCl)CCCl. Cell line: NCI-H322M. Synergy scores: CSS=2.33, Synergy_ZIP=-0.484, Synergy_Bliss=-0.603, Synergy_Loewe=-38.6, Synergy_HSA=-1.30. (3) Drug 1: CC1C(C(CC(O1)OC2CC(CC3=C2C(=C4C(=C3O)C(=O)C5=C(C4=O)C(=CC=C5)OC)O)(C(=O)C)O)N)O.Cl. Drug 2: N.N.Cl[Pt+2]Cl. Cell line: HOP-62. Synergy scores: CSS=3.38, Synergy_ZIP=-4.04, Synergy_Bliss=-7.02, Synergy_Loewe=-34.2, Synergy_HSA=-11.6. (4) Drug 1: CC1=CC=C(C=C1)C2=CC(=NN2C3=CC=C(C=C3)S(=O)(=O)N)C(F)(F)F. Drug 2: C1CCC(C(C1)N)N.C(=O)(C(=O)[O-])[O-].[Pt+4]. Cell line: NCI-H522. Synergy scores: CSS=11.2, Synergy_ZIP=-5.39, Synergy_Bliss=-2.82, Synergy_Loewe=-12.2, Synergy_HSA=-2.39. (5) Drug 1: C1C(C(OC1N2C=C(C(=O)NC2=O)F)CO)O. Drug 2: CC1=C2C(C(=O)C3(C(CC4C(C3C(C(C2(C)C)(CC1OC(=O)C(C(C5=CC=CC=C5)NC(=O)C6=CC=CC=C6)O)O)OC(=O)C7=CC=CC=C7)(CO4)OC(=O)C)O)C)OC(=O)C. Cell line: A498. Synergy scores: CSS=22.8, Synergy_ZIP=-6.54, Synergy_Bliss=-3.63, Synergy_Loewe=-3.21, Synergy_HSA=-0.895.